From a dataset of Catalyst prediction with 721,799 reactions and 888 catalyst types from USPTO. Predict which catalyst facilitates the given reaction. (1) Reactant: [F:1][C:2]1[CH:3]=[CH:4][C:5]([NH:8][NH:9][C:10](=O)[C:11]([N:14]([CH3:16])[CH3:15])([CH3:13])[CH3:12])=[N:6][CH:7]=1.C1C=CC(P(C2C=CC=CC=2)C2C=CC=CC=2)=CC=1.CCN(CC)CC.ClC(Cl)(Cl)C(Cl)(Cl)Cl. Product: [F:1][C:2]1[CH:3]=[CH:4][C:5]2[N:6]([C:10]([C:11]([N:14]([CH3:16])[CH3:15])([CH3:13])[CH3:12])=[N:9][N:8]=2)[CH:7]=1. The catalyst class is: 1. (2) Reactant: [C:1]([C:5]1[C:19]([OH:20])=[C:18]([CH2:21][CH:22]=[CH2:23])[C:8]2[CH2:9][C:10]3([O:17][C:7]=2[CH:6]=1)[CH2:16][CH2:15][CH2:14][CH2:13][CH2:12][CH2:11]3)([CH3:4])([CH3:3])[CH3:2]. Product: [C:1]([C:5]1[C:19]([OH:20])=[C:18]([CH2:21][CH2:22][CH3:23])[C:8]2[CH2:9][C:10]3([O:17][C:7]=2[CH:6]=1)[CH2:16][CH2:15][CH2:14][CH2:13][CH2:12][CH2:11]3)([CH3:4])([CH3:3])[CH3:2]. The catalyst class is: 29. (3) Reactant: [CH3:1][C:2]1[N:7]=[C:6]([NH2:8])[CH:5]=[CH:4][N:3]=1.[Cl:9][CH2:10][C:11](Cl)=[O:12]. Product: [Cl:9][CH2:10][C:11]([NH:8][C:6]1[CH:5]=[CH:4][N:3]=[C:2]([CH3:1])[N:7]=1)=[O:12]. The catalyst class is: 26. (4) Reactant: C[N:2]([CH3:22])[CH:3]=[C:4]([C:10](=O)[C:11]1[CH:16]=[CH:15][C:14]([N+:17]([O-:19])=[O:18])=[C:13]([F:20])[CH:12]=1)[C:5]([O:7][CH2:8][CH3:9])=[O:6].NC(C(N)=O)[C:25]([NH2:27])=[O:26]. Product: [NH2:27][C:25]([C:22]1[NH:2][CH:3]=[C:4]([C:5]([O:7][CH2:8][CH3:9])=[O:6])[C:10]=1[C:11]1[CH:16]=[CH:15][C:14]([N+:17]([O-:19])=[O:18])=[C:13]([F:20])[CH:12]=1)=[O:26]. The catalyst class is: 52. (5) Product: [O:2]=[C:3]1[C:9]([NH:10][C:11](=[O:19])[C:12]2[CH:17]=[CH:16][CH:15]=[N:14][C:13]=2[OH:18])=[CH:8][C:7](=[O:20])[CH:6]2[CH:4]1[O:5]2. Reactant: C[O:2][C:3]1(OC)[C:9]([NH:10][C:11](=[O:19])[C:12]2[CH:17]=[CH:16][CH:15]=[N:14][C:13]=2[OH:18])=[CH:8][C:7](=[O:20])[CH:6]2[CH:4]1[O:5]2.FC(F)(F)C(O)=O. The catalyst class is: 503. (6) Reactant: C([N:3]1[CH2:9][CH2:8][C:7](=[O:10])[C:6]2[CH:11]=[CH:12][S:13][C:5]=2[CH2:4]1)=O.O. Product: [S:13]1[C:5]2[CH2:4][NH:3][CH2:9][CH2:8][C:7](=[O:10])[C:6]=2[CH:11]=[CH:12]1. The catalyst class is: 89. (7) Reactant: [NH:1]1[CH:5]=[CH:4][N:3]=[C:2]1[C:6]([OH:8])=O.C1N=CN([C:14](N2C=NC=C2)=[O:15])C=1.C([N:23]([CH2:26][CH3:27])CC)C.[C:28]1([C:34]2[CH:41]=[C:38](OC)[C:37](N)=[CH:36][CH:35]=2)[CH:33]=[CH:32][CH:31]=CC=1. The catalyst class is: 3. Product: [CH3:14][O:15][C:31]1[CH:32]=[CH:33][C:28]([C:34]2[CH:35]=[CH:36][CH:37]=[CH:38][CH:41]=2)=[CH:27][C:26]=1[NH:23][C:6]([C:2]1[NH:1][CH:5]=[CH:4][N:3]=1)=[O:8]. (8) Reactant: [CH2:1]([O:3][C:4](=[O:32])[C:5]([CH3:31])([CH3:30])[CH2:6][CH2:7][CH2:8][CH2:9][O:10][C:11]1[CH:16]=[C:15]([CH3:17])[C:14]([N:18]=NC2C=CC([N+]([O-])=O)=CC=2)=[C:13]([CH3:29])[CH:12]=1)[CH3:2].S(S([O-])=O)([O-])=O.[Na+].[Na+]. Product: [CH2:1]([O:3][C:4](=[O:32])[C:5]([CH3:31])([CH3:30])[CH2:6][CH2:7][CH2:8][CH2:9][O:10][C:11]1[CH:12]=[C:13]([CH3:29])[C:14]([NH2:18])=[C:15]([CH3:17])[CH:16]=1)[CH3:2]. The catalyst class is: 88.